From a dataset of Catalyst prediction with 721,799 reactions and 888 catalyst types from USPTO. Predict which catalyst facilitates the given reaction. (1) Reactant: [N:1]([CH2:4][C:5]1[CH:37]=[CH:36][C:8]([O:9][C:10]2[N:15]=[C:14]([CH3:16])[C:13]([CH2:17][N:18]3[CH2:23][CH2:22][CH:21]([N:24]4[C@H:28]([C:29]5[CH:34]=[CH:33][CH:32]=[CH:31][CH:30]=5)[CH2:27][O:26][C:25]4=[O:35])[CH2:20][CH2:19]3)=[CH:12][CH:11]=2)=[CH:7][CH:6]=1)=[N+]=[N-].C1C=CC(P(C2C=CC=CC=2)C2C=CC=CC=2)=CC=1. Product: [NH2:1][CH2:4][C:5]1[CH:6]=[CH:7][C:8]([O:9][C:10]2[N:15]=[C:14]([CH3:16])[C:13]([CH2:17][N:18]3[CH2:19][CH2:20][CH:21]([N:24]4[C@H:28]([C:29]5[CH:30]=[CH:31][CH:32]=[CH:33][CH:34]=5)[CH2:27][O:26][C:25]4=[O:35])[CH2:22][CH2:23]3)=[CH:12][CH:11]=2)=[CH:36][CH:37]=1. The catalyst class is: 1. (2) Reactant: [H-].[Na+].[C:3]1([C:9]2[N:14]=[C:13]3[N:15]=[C:16]([NH2:19])[CH:17]=[CH:18][C:12]3=[N:11][CH:10]=2)[CH:8]=[CH:7][CH:6]=[CH:5][CH:4]=1.[CH2:20]([N:23]=[C:24]=[S:25])[CH:21]=[CH2:22]. Product: [CH2:20]([NH:23][C:24]([NH:19][C:16]1[CH:17]=[CH:18][C:12]2[C:13]([N:15]=1)=[N:14][C:9]([C:3]1[CH:4]=[CH:5][CH:6]=[CH:7][CH:8]=1)=[CH:10][N:11]=2)=[S:25])[CH:21]=[CH2:22]. The catalyst class is: 9. (3) Reactant: Cl[CH2:2][C:3]([NH:5][C:6]1[CH:10]=[CH:9][N:8]([C:11]2[CH:16]=[CH:15][C:14]([Cl:17])=[C:13]([Cl:18])[CH:12]=2)[N:7]=1)=[O:4].[NH:19]1[CH2:24][CH2:23][O:22][CH2:21][CH2:20]1.C(=O)([O-])[O-].[K+].[K+].[I-].[Na+]. Product: [Cl:18][C:13]1[CH:12]=[C:11]([N:8]2[CH:9]=[CH:10][C:6]([NH:5][C:3](=[O:4])[CH2:2][N:19]3[CH2:24][CH2:23][O:22][CH2:21][CH2:20]3)=[N:7]2)[CH:16]=[CH:15][C:14]=1[Cl:17]. The catalyst class is: 9. (4) Reactant: [OH:1][C@H:2]([CH2:35][O:36][Si:37]([CH:44]([CH3:46])[CH3:45])([CH:41]([CH3:43])[CH3:42])[CH:38]([CH3:40])[CH3:39])[CH2:3][NH:4][C:5]([C:7]1[NH:8][C:9]([C:12]2[CH:17]=[C:16]([O:18][C:19]3[CH:24]=[N:23][C:22]([S:25]([CH3:28])(=[O:27])=[O:26])=[CH:21][N:20]=3)[CH:15]=[C:14]([O:29][C@@H:30]([CH3:34])[CH2:31][O:32][CH3:33])[CH:13]=2)=[CH:10][CH:11]=1)=O.CS(O)(=O)=O.C(N(CC)CC)C.O. Product: [CH3:33][O:32][CH2:31][C@H:30]([CH3:34])[O:29][C:14]1[CH:15]=[C:16]([CH:17]=[C:12]([C:9]2[NH:8][C:7]([C:5]3[O:1][C@@H:2]([CH2:35][O:36][Si:37]([CH:41]([CH3:43])[CH3:42])([CH:38]([CH3:39])[CH3:40])[CH:44]([CH3:46])[CH3:45])[CH2:3][N:4]=3)=[CH:11][CH:10]=2)[CH:13]=1)[O:18][C:19]1[CH:24]=[N:23][C:22]([S:25]([CH3:28])(=[O:26])=[O:27])=[CH:21][N:20]=1. The catalyst class is: 7. (5) Reactant: [Br-].[Br:2][CH2:3][P+](C1C=CC=CC=1)(C1C=CC=CC=1)C1C=CC=CC=1.CC(C)([O-])C.[K+].[C:29]([N:33]1[CH2:38][CH2:37][C:36](=O)[CH2:35][CH2:34]1)([CH3:32])([CH3:31])[CH3:30]. Product: [Br:2][CH:3]=[C:36]1[CH2:37][CH2:38][N:33]([C:29]([CH3:32])([CH3:31])[CH3:30])[CH2:34][CH2:35]1. The catalyst class is: 1.